The task is: Binary Classification. Given a miRNA mature sequence and a target amino acid sequence, predict their likelihood of interaction.. This data is from Experimentally validated miRNA-target interactions with 360,000+ pairs, plus equal number of negative samples. The miRNA is hsa-miR-708-3p with sequence CAACUAGACUGUGAGCUUCUAG. The protein sequence of the target gene is MASPRTVTIVALSVALGLFFVFMGTIKLTPRLSKDAYSEMKRAYKSYVRALPLLKKMGINSILLRKSIGALEVACGIVMTLVPGRPKDVANFFLLLLVLAVLFFHQLVGDPLKRYAHALVFGILLTCRLLIARKPEDRSSEKKPLPGNAEEQPSLYEKAPQGKVKVS. Result: 0 (no interaction).